Dataset: NCI-60 drug combinations with 297,098 pairs across 59 cell lines. Task: Regression. Given two drug SMILES strings and cell line genomic features, predict the synergy score measuring deviation from expected non-interaction effect. Drug 1: CN1C(=O)N2C=NC(=C2N=N1)C(=O)N. Drug 2: CCN(CC)CCCC(C)NC1=C2C=C(C=CC2=NC3=C1C=CC(=C3)Cl)OC. Cell line: K-562. Synergy scores: CSS=45.7, Synergy_ZIP=-0.774, Synergy_Bliss=0.929, Synergy_Loewe=-34.7, Synergy_HSA=-0.463.